Dataset: Forward reaction prediction with 1.9M reactions from USPTO patents (1976-2016). Task: Predict the product of the given reaction. (1) Given the reactants [I:1]I.[F:3][C:4]([F:13])([F:12])[C:5]1[N:10]=[CH:9][C:8]([NH2:11])=[CH:7][CH:6]=1, predict the reaction product. The product is: [I:1][C:9]1[C:8]([NH2:11])=[CH:7][CH:6]=[C:5]([C:4]([F:3])([F:12])[F:13])[N:10]=1. (2) The product is: [CH2:16]1[C:15]2[C:7]3[CH:8]=[CH:9][CH:10]=[CH:11][C:6]=3[NH:12][C:14]=2[CH2:18][CH2:17]1. Given the reactants S(=O)(=O)(O)O.[C:6]1([NH:12]N)[CH:11]=[CH:10][CH:9]=[CH:8][CH:7]=1.[C:14]1(=O)[CH2:18][CH2:17][CH2:16][CH2:15]1, predict the reaction product. (3) Given the reactants [N:1]1([C:6]2[CH:7]=[C:8]([N:12]([C:15]3[CH:20]=[CH:19][C:18]([N+:21]([O-])=O)=[CH:17][N:16]=3)[CH:13]=[O:14])[CH:9]=[CH:10][CH:11]=2)[CH:5]=[CH:4][N:3]=[CH:2]1, predict the reaction product. The product is: [N:1]1([C:6]2[CH:7]=[C:8]([N:12]([C:15]3[CH:20]=[CH:19][C:18]([N:21]4[CH:10]=[CH:11][CH:6]=[CH:7]4)=[CH:17][N:16]=3)[CH:13]=[O:14])[CH:9]=[CH:10][CH:11]=2)[CH:5]=[CH:4][N:3]=[CH:2]1. (4) Given the reactants [N+:1]([C:4]1[CH:9]=[CH:8][C:7]([N:10]2[CH2:15][CH2:14][O:13][CH2:12][CH2:11]2)=[CH:6][C:5]=1[NH:16]C(C)=O)([O-:3])=[O:2].Cl, predict the reaction product. The product is: [N+:1]([C:4]1[CH:9]=[CH:8][C:7]([N:10]2[CH2:11][CH2:12][O:13][CH2:14][CH2:15]2)=[CH:6][C:5]=1[NH2:16])([O-:3])=[O:2]. (5) Given the reactants [N+:1]([C:4]1[CH:5]=[N:6][NH:7][CH:8]=1)([O-:3])=[O:2].[CH3:9][C:10]1[CH:15]=[CH:14][C:13]([S:16](Cl)(=[O:18])=[O:17])=[CH:12][CH:11]=1.C(N(CC)CC)C, predict the reaction product. The product is: [N+:1]([C:4]1[CH:5]=[N:6][N:7]([S:16]([C:13]2[CH:14]=[CH:15][C:10]([CH3:9])=[CH:11][CH:12]=2)(=[O:18])=[O:17])[CH:8]=1)([O-:3])=[O:2]. (6) Given the reactants [Cl:1][C:2]1[CH:9]=[CH:8][C:5]([CH:6]=O)=[CH:4][CH:3]=1.[CH2:10]([CH2:12][NH2:13])[OH:11].[BH4-].[Na+], predict the reaction product. The product is: [Cl:1][C:2]1[CH:9]=[CH:8][C:5]([CH2:6][NH:13][CH2:12][CH2:10][OH:11])=[CH:4][CH:3]=1. (7) The product is: [O:9]1[CH:13]=[CH:12][CH:11]=[C:10]1[C:14]1[N:29]=[C:17]2[N:18]=[C:19]([N:23]([CH3:28])[CH2:24][CH2:25][N:26]([CH3:27])[CH2:2][C:3]3[CH:7]=[C:6]([CH3:8])[O:5][N:4]=3)[N:20]=[C:21]([NH2:22])[N:16]2[N:15]=1. Given the reactants Cl[CH2:2][C:3]1[CH:7]=[C:6]([CH3:8])[O:5][N:4]=1.[O:9]1[CH:13]=[CH:12][CH:11]=[C:10]1[C:14]1[N:29]=[C:17]2[N:18]=[C:19]([N:23]([CH3:28])[CH2:24][CH2:25][NH:26][CH3:27])[N:20]=[C:21]([NH2:22])[N:16]2[N:15]=1.CCN(CC)CC, predict the reaction product.